This data is from Full USPTO retrosynthesis dataset with 1.9M reactions from patents (1976-2016). The task is: Predict the reactants needed to synthesize the given product. Given the product [Br:1][C:2]1[CH:3]=[CH:4][C:5]([C:8]2[C:9](=[O:18])[NH:10][C:11]3([CH2:17][CH2:16][CH2:15][O:14][CH2:13]3)[N:12]=2)=[CH:6][CH:7]=1, predict the reactants needed to synthesize it. The reactants are: [Br:1][C:2]1[CH:7]=[CH:6][C:5]([CH:8]2[NH:12][C:11]3([CH2:17][CH2:16][CH2:15][O:14][CH2:13]3)[NH:10][C:9]2=[O:18])=[CH:4][CH:3]=1.BrN1C(=O)CCC1=O.C(=O)(O)[O-].[Na+].